From a dataset of Forward reaction prediction with 1.9M reactions from USPTO patents (1976-2016). Predict the product of the given reaction. (1) Given the reactants OC(C)(C)CO[C:5]1[C:6]([B:13]2[O:17][C:16]([CH3:19])([CH3:18])[C:15]([CH3:21])([CH3:20])[O:14]2)=[C:7](C=[CH:11][CH:12]=1)[CH:8]=[O:9].C[N+:25]([O-:27])=[O:26].[OH-].[Na+].Cl, predict the reaction product. The product is: [CH3:19][C:16]1([CH3:18])[C:7]2[CH2:8][O:9][CH:11]=[CH:12][C:5]3=[CH:21][CH:15]([CH2:20][N+:25]([O-:27])=[O:26])[O:14][B:13]([C:6]=23)[O:17]1. (2) Given the reactants [F:1][C:2]1[CH:3]=[C:4]([C:10]2[C:11]([CH3:17])([CH3:16])[C:12](=[O:15])[NH:13][N:14]=2)[CH:5]=[CH:6][C:7]=1[O:8]C.[Cl-].[Al+3].[Cl-].[Cl-].O, predict the reaction product. The product is: [F:1][C:2]1[CH:3]=[C:4]([C:10]2[C:11]([CH3:17])([CH3:16])[C:12](=[O:15])[NH:13][N:14]=2)[CH:5]=[CH:6][C:7]=1[OH:8]. (3) The product is: [O:1]1[CH2:5][CH2:4][O:3][CH:2]1[C:6]1[CH:11]=[CH:10][C:9]([N:12]([CH3:21])[C:13]2[CH:18]=[CH:17][N:16]=[C:15]([CH3:19])[CH:14]=2)=[CH:8][CH:7]=1. Given the reactants [O:1]1[CH2:5][CH2:4][O:3][CH:2]1[C:6]1[CH:11]=[CH:10][C:9]([NH:12][C:13]2[CH:18]=[CH:17][N:16]=[C:15]([CH3:19])[CH:14]=2)=[CH:8][CH:7]=1.I[CH3:21], predict the reaction product. (4) Given the reactants [C:1]([O:5][C:6](=[O:25])[NH:7][C@@H:8]([C:19](=[O:24])N(OC)C)[CH2:9][C:10]1[CH:15]=[C:14]([F:16])[C:13]([F:17])=[CH:12][C:11]=1[F:18])([CH3:4])([CH3:3])[CH3:2].[C:26]([NH:30][C:31](=[O:40])[C:32]1[CH:37]=[CH:36][C:35]([CH3:38])=[CH:34][C:33]=1[CH3:39])([CH3:29])([CH3:28])[CH3:27], predict the reaction product. The product is: [C:1]([O:5][C:6](=[O:25])[NH:7][C@H:8]([CH2:9][C:10]1[CH:15]=[C:14]([F:16])[C:13]([F:17])=[CH:12][C:11]=1[F:18])[C:19](=[O:24])[CH2:39][C:33]1[CH:34]=[C:35]([CH3:38])[CH:36]=[CH:37][C:32]=1[C:31](=[O:40])[NH:30][C:26]([CH3:28])([CH3:27])[CH3:29])([CH3:2])([CH3:3])[CH3:4]. (5) Given the reactants C(N(CC)CC)C.[CH:8]([N:21]1[CH2:24][CH:23]([OH:25])[CH2:22]1)([C:15]1[CH:20]=[CH:19][CH:18]=[CH:17][CH:16]=1)[C:9]1[CH:14]=[CH:13][CH:12]=[CH:11][CH:10]=1, predict the reaction product. The product is: [CH:8]([N:21]1[CH2:24][C:23](=[O:25])[CH2:22]1)([C:15]1[CH:20]=[CH:19][CH:18]=[CH:17][CH:16]=1)[C:9]1[CH:10]=[CH:11][CH:12]=[CH:13][CH:14]=1. (6) Given the reactants [CH3:1][O:2][C:3]([C:5]1[S:6][C:7]([C:10]2[N:11]=[C:12]([NH2:15])[S:13][CH:14]=2)=[CH:8][CH:9]=1)=[O:4].[C:16]1([CH2:22][CH2:23][CH:24]=O)[CH:21]=[CH:20][CH:19]=[CH:18][CH:17]=1.[BH-](OC(C)=O)(OC(C)=O)OC(C)=O.[Na+], predict the reaction product. The product is: [CH3:1][O:2][C:3]([C:5]1[S:6][C:7]([C:10]2[N:11]=[C:12]([NH:15][CH2:24][CH2:23][CH2:22][C:16]3[CH:21]=[CH:20][CH:19]=[CH:18][CH:17]=3)[S:13][CH:14]=2)=[CH:8][CH:9]=1)=[O:4]. (7) Given the reactants Br[C:2]1[C:7]([C:8]([F:11])([F:10])[F:9])=[CH:6][CH:5]=[CH:4][N:3]=1.C([Li])CCC.[I:17][C:18]1[CH:31]=[CH:30][C:21]([CH:22]=[N:23][S:24]([C:26]([CH3:29])([CH3:28])[CH3:27])=[O:25])=[CH:20][CH:19]=1, predict the reaction product. The product is: [I:17][C:18]1[CH:19]=[CH:20][C:21]([CH:22]([C:2]2[C:7]([C:8]([F:11])([F:10])[F:9])=[CH:6][CH:5]=[CH:4][N:3]=2)[NH:23][S:24]([C:26]([CH3:29])([CH3:28])[CH3:27])=[O:25])=[CH:30][CH:31]=1.